This data is from Full USPTO retrosynthesis dataset with 1.9M reactions from patents (1976-2016). The task is: Predict the reactants needed to synthesize the given product. (1) Given the product [NH2:1][C@H:2]([CH2:15][N:16]1[CH2:17][CH2:18][CH2:19][CH2:20]1)[C@@H:3]([C:5]1[CH:6]=[CH:7][CH:8]=[CH:13][C:14]=1[O:22][CH3:21])[OH:4], predict the reactants needed to synthesize it. The reactants are: [NH2:1][C@H:2]([CH2:15][N:16]1[CH2:20][CH2:19][CH2:18][CH2:17]1)[C@@H:3]([C:5]1[CH:14]=[CH:13][C:8]2OCCO[C:7]=2[CH:6]=1)[OH:4].[CH3:21][O:22]C1C=CC=CC=1C=O. (2) Given the product [CH2:1]([O:3][C:4]([C:6]1[N:7]([CH3:19])[N:8]=[N:9][C:10]=1[C:11]1[CH:16]=[CH:15][C:14]([Br:17])=[CH:13][C:12]=1[F:18])=[O:5])[CH3:2], predict the reactants needed to synthesize it. The reactants are: [CH2:1]([O:3][C:4]([C:6]1[N:7]([CH2:19][Si](C)(C)C)[N:8]=[N:9][C:10]=1[C:11]1[CH:16]=[CH:15][C:14]([Br:17])=[CH:13][C:12]=1[F:18])=[O:5])[CH3:2].O.CCCC[N+](CCCC)(CCCC)CCCC.[F-].